From a dataset of Forward reaction prediction with 1.9M reactions from USPTO patents (1976-2016). Predict the product of the given reaction. (1) The product is: [N+:31]([C:28]1[CH:29]=[CH:30][C:25]([O:1][CH2:2][CH2:3][C:4]2[N:9]=[C:8]([NH:10][C:11](=[O:17])[O:12][C:13]([CH3:14])([CH3:16])[CH3:15])[CH:7]=[CH:6][CH:5]=2)=[CH:26][CH:27]=1)([O-:33])=[O:32]. Given the reactants [OH:1][CH2:2][CH2:3][C:4]1[N:9]=[C:8]([NH:10][C:11](=[O:17])[O:12][C:13]([CH3:16])([CH3:15])[CH3:14])[CH:7]=[CH:6][CH:5]=1.CC(C)([O-])C.[K+].F[C:25]1[CH:30]=[CH:29][C:28]([N+:31]([O-:33])=[O:32])=[CH:27][CH:26]=1.O, predict the reaction product. (2) Given the reactants [C:1](=[O:4])([O-])[O-].[K+].[K+].[Br:7][C:8]1[CH:13]=[CH:12][CH:11]=[CH:10][C:9]=1O.[CH2:15](Br)[C:16]1[CH:21]=[CH:20][CH:19]=[CH:18][CH:17]=1.O, predict the reaction product. The product is: [Br:7][C:8]1[CH:13]=[CH:12][CH:11]=[CH:10][C:9]=1[CH:15]([O:4][CH:1]([C:9]1[CH:10]=[CH:11][CH:12]=[CH:13][C:8]=1[Br:7])[C:8]1[CH:13]=[CH:12][CH:11]=[CH:10][CH:9]=1)[C:16]1[CH:21]=[CH:20][CH:19]=[CH:18][CH:17]=1. (3) Given the reactants Cl[C:2]1[CH:3]=[C:4]([NH:9][C:10]2[CH:15]=[CH:14][C:13]([N:16]3[CH2:21][CH2:20][N:19]([CH:22]4[CH2:25][O:24][CH2:23]4)[CH2:18][C@@H:17]3[CH3:26])=[CH:12][N:11]=2)[C:5](=[O:8])[NH:6][N:7]=1.[C:27]([O:30][CH2:31][C:32]1[C:33]([N:41]2[CH2:52][CH2:51][N:50]3[C:43](=[CH:44][C:45]4[CH2:46][C:47]([CH3:54])([CH3:53])[CH2:48][C:49]=43)[C:42]2=[O:55])=[N:34][CH:35]=[CH:36][C:37]=1B(O)O)(=[O:29])[CH3:28].[O-]P([O-])([O-])=O.[K+].[K+].[K+].C([O-])(=O)C.[Na+], predict the reaction product. The product is: [C:27]([O:30][CH2:31][C:32]1[C:33]([N:41]2[CH2:52][CH2:51][N:50]3[C:43](=[CH:44][C:45]4[CH2:46][C:47]([CH3:54])([CH3:53])[CH2:48][C:49]=43)[C:42]2=[O:55])=[N:34][CH:35]=[CH:36][C:37]=1[C:2]1[CH:3]=[C:4]([NH:9][C:10]2[CH:15]=[CH:14][C:13]([N:16]3[CH2:21][CH2:20][N:19]([CH:22]4[CH2:25][O:24][CH2:23]4)[CH2:18][C@@H:17]3[CH3:26])=[CH:12][N:11]=2)[C:5](=[O:8])[NH:6][N:7]=1)(=[O:29])[CH3:28]. (4) Given the reactants [CH3:1][O:2][CH2:3][CH:4]([CH3:37])[O:5][C:6]1[CH:7]=[C:8]([O:26][C:27]2[CH:28]=[N:29][C:30]([S:33]([CH3:36])(=[O:35])=[O:34])=[CH:31][CH:32]=2)[CH:9]=[C:10]2[C:14]=1[NH:13][C:12]([C:15]1[S:16][CH:17]([CH2:20][C:21](OCC)=[O:22])[CH2:18][N:19]=1)=[CH:11]2.O1CCCC1.CO.[BH4-].[Li+], predict the reaction product. The product is: [CH3:1][O:2][CH2:3][CH:4]([CH3:37])[O:5][C:6]1[CH:7]=[C:8]([O:26][C:27]2[CH:28]=[N:29][C:30]([S:33]([CH3:36])(=[O:34])=[O:35])=[CH:31][CH:32]=2)[CH:9]=[C:10]2[C:14]=1[NH:13][C:12]([C:15]1[S:16][CH:17]([CH2:20][CH2:21][OH:22])[CH2:18][N:19]=1)=[CH:11]2. (5) Given the reactants [CH3:1][O:2][C:3](=[O:21])[C:4]1[CH:9]=[C:8]([CH:10]([OH:12])[CH3:11])[C:7]([C:13]([F:16])([F:15])[F:14])=[CH:6][C:5]=1[NH:17]C(=O)C.O.[C:23]1(C)C=CC(S(O)(=O)=O)=C[CH:24]=1.CCOC(C)=O, predict the reaction product. The product is: [CH3:1][O:2][C:3](=[O:21])[C:4]1[CH:9]=[C:8]([CH:10]([O:12][CH2:23][CH3:24])[CH3:11])[C:7]([C:13]([F:14])([F:15])[F:16])=[CH:6][C:5]=1[NH2:17]. (6) Given the reactants C(O[C:4]([N:6]1[CH2:28][CH2:27][C:9]2[N:10]([CH3:26])[C:11]3[C:12]([S:17][C:18]4[CH:23]=[CH:22][C:21]([S:24][CH3:25])=[CH:20][CH:19]=4)=[CH:13][CH:14]=[CH:15][C:16]=3[C:8]=2[CH2:7]1)=O)C.[H-].[Al+3].[Li+].[H-].[H-].[H-], predict the reaction product. The product is: [CH3:4][N:6]1[CH2:28][CH2:27][C:9]2[N:10]([CH3:26])[C:11]3[C:12]([S:17][C:18]4[CH:23]=[CH:22][C:21]([S:24][CH3:25])=[CH:20][CH:19]=4)=[CH:13][CH:14]=[CH:15][C:16]=3[C:8]=2[CH2:7]1.